From a dataset of Forward reaction prediction with 1.9M reactions from USPTO patents (1976-2016). Predict the product of the given reaction. (1) Given the reactants Cl[C:2]1[CH:3]=[CH:4][N:5]=[C:6]2[C:11]=1[N:10]=[C:9]([C:12]1[CH:13]=[C:14]([S:18]([NH:21][C:22]3[CH:27]=[CH:26][C:25]([F:28])=[CH:24][C:23]=3[F:29])(=[O:20])=[O:19])[CH:15]=[N:16][CH:17]=1)[CH:8]=[CH:7]2.C([Sn](CCCC)(CCCC)[C:35]1[O:36][CH:37]=[CH:38][CH:39]=1)CCC, predict the reaction product. The product is: [F:29][C:23]1[CH:24]=[C:25]([F:28])[CH:26]=[CH:27][C:22]=1[NH:21][S:18]([C:14]1[CH:15]=[N:16][CH:17]=[C:12]([C:9]2[CH:8]=[CH:7][C:6]3[C:11](=[C:2]([C:35]4[O:36][CH:37]=[CH:38][CH:39]=4)[CH:3]=[CH:4][N:5]=3)[N:10]=2)[CH:13]=1)(=[O:20])=[O:19]. (2) Given the reactants C[O:2][C:3](=[O:39])[C:4]1[CH:9]=[CH:8][C:7]([O:10][CH2:11][CH2:12][C:13]2[C:21]3[C:16](=[CH:17][CH:18]=[C:19]([Cl:22])[CH:20]=3)[N:15]([CH:23]([C:30]3[CH:35]=[CH:34][CH:33]=[CH:32][CH:31]=3)[C:24]3[CH:29]=[CH:28][CH:27]=[CH:26][CH:25]=3)[C:14]=2[CH2:36][CH2:37][NH2:38])=[CH:6][CH:5]=1.[C:40]([C:42]1[CH:47]=[CH:46][CH:45]=[CH:44][C:43]=1[CH2:48][S:49](Cl)(=[O:51])=[O:50])#[N:41], predict the reaction product. The product is: [CH:23]([N:15]1[C:16]2[C:21](=[CH:20][C:19]([Cl:22])=[CH:18][CH:17]=2)[C:13]([CH2:12][CH2:11][O:10][C:7]2[CH:6]=[CH:5][C:4]([C:3]([OH:2])=[O:39])=[CH:9][CH:8]=2)=[C:14]1[CH2:36][CH2:37][NH:38][S:49]([CH2:48][C:43]1[CH:44]=[CH:45][CH:46]=[CH:47][C:42]=1[C:40]#[N:41])(=[O:51])=[O:50])([C:30]1[CH:35]=[CH:34][CH:33]=[CH:32][CH:31]=1)[C:24]1[CH:29]=[CH:28][CH:27]=[CH:26][CH:25]=1.